Task: Predict the reaction yield, written as a fraction of the theoretical maximum amount of product (1.0 means a 100% yield; for example, 0.34 means a 34% yield).. Dataset: Reaction yield outcomes from USPTO patents with 853,638 reactions (1) The reactants are [NH:1]1[CH2:6][CH2:5][O:4][CH2:3][CH2:2]1.Cl[C:8]1[CH:13]=[C:12]([N:14]2[CH2:19][C@@H:18]([CH3:20])[O:17][C@@H:16]([CH3:21])[CH2:15]2)[N:11]=[C:10]([N:22]2[C:26]3[CH:27]=[CH:28][CH:29]=[C:30]([O:31][CH3:32])[C:25]=3[N:24]=[C:23]2[CH:33]([F:35])[F:34])[N:9]=1. The catalyst is O. The product is [F:34][CH:33]([F:35])[C:23]1[N:22]([C:10]2[N:11]=[C:12]([N:14]3[CH2:19][C@@H:18]([CH3:20])[O:17][C@@H:16]([CH3:21])[CH2:15]3)[CH:13]=[C:8]([N:1]3[CH2:6][CH2:5][O:4][CH2:3][CH2:2]3)[N:9]=2)[C:26]2[CH:27]=[CH:28][CH:29]=[C:30]([O:31][CH3:32])[C:25]=2[N:24]=1. The yield is 0.860. (2) The reactants are [Br:1][C:2]1[N:7]=[CH:6][C:5]([NH2:8])=[CH:4][CH:3]=1.C(O[CH:12]=[C:13]([C:19]([O:21][CH2:22][CH3:23])=[O:20])[C:14]([O:16][CH2:17][CH3:18])=[O:15])C. The catalyst is C(O)C. The product is [Br:1][C:2]1[N:7]=[CH:6][C:5]([NH:8][CH:12]=[C:13]([C:14]([O:16][CH2:17][CH3:18])=[O:15])[C:19]([O:21][CH2:22][CH3:23])=[O:20])=[CH:4][CH:3]=1. The yield is 0.852. (3) The reactants are C([O:4][CH2:5][CH2:6][O:7][C:8]1[CH:17]=[C:16]2[C:11]([CH:12]=[CH:13][C:14]([C:18]3[N:22]4[CH:23]=[C:24]([C@@H:27]([N:32]5[CH2:36][CH2:35][C@H:34]([NH:37][C:38]([O:40][C:41]([CH3:44])([CH3:43])[CH3:42])=[O:39])[CH2:33]5)[C:28]([F:31])([F:30])[F:29])[CH:25]=[CH:26][C:21]4=[N:20][N:19]=3)=[N:15]2)=[CH:10][C:9]=1[F:45])(=O)C.[Li+].[OH-]. The catalyst is CO. The product is [F:31][C:28]([F:29])([F:30])[C@H:27]([N:32]1[CH2:36][CH2:35][C@H:34]([NH:37][C:38](=[O:39])[O:40][C:41]([CH3:44])([CH3:42])[CH3:43])[CH2:33]1)[C:24]1[CH:25]=[CH:26][C:21]2[N:22]([C:18]([C:14]3[CH:13]=[CH:12][C:11]4[C:16](=[CH:17][C:8]([O:7][CH2:6][CH2:5][OH:4])=[C:9]([F:45])[CH:10]=4)[N:15]=3)=[N:19][N:20]=2)[CH:23]=1. The yield is 0.900. (4) The reactants are CN([CH:4]=[C:5]1[C:11](=O)[C:10]2[CH:13]=[C:14]([CH3:18])[C:15]([CH3:17])=[CH:16][C:9]=2[NH:8][C:7](=[O:19])[CH2:6]1)C.[NH:20]1[C:28]2[C:23](=[CH:24][CH:25]=[CH:26][CH:27]=2)[C:22]([CH2:29][C:30]([NH2:32])=[NH:31])=[CH:21]1. No catalyst specified. The product is [NH:20]1[C:28]2[C:23](=[CH:24][CH:25]=[CH:26][CH:27]=2)[C:22]([CH2:29][C:30]2[N:32]=[CH:4][C:5]3[CH2:6][C:7](=[O:19])[NH:8][C:9]4[CH:16]=[C:15]([CH3:17])[C:14]([CH3:18])=[CH:13][C:10]=4[C:11]=3[N:31]=2)=[CH:21]1. The yield is 0.720. (5) The reactants are Br[C:2]1[S:3][C:4]([NH:32][C:33](=[O:39])[O:34][C:35]([CH3:38])([CH3:37])[CH3:36])=[C:5]([C:7](=[O:31])[NH:8][C:9]2[CH:10]=[N:11][N:12]([CH3:30])[C:13]=2[N:14]2[CH2:20][CH2:19][C@@H:18]([F:21])[C@H:17]([NH:22][C:23]([O:25][C:26]([CH3:29])([CH3:28])[CH3:27])=[O:24])[CH2:16][CH2:15]2)[N:6]=1.[CH3:40][C:41]1[CH:46]=[CH:45][N:44]=[CH:43][C:42]=1B(O)O.CC([O-])=O.[K+].C([O-])([O-])=O.[Na+].[Na+]. The catalyst is C(#N)C.C1C=CC(P([C]2[CH][CH][CH][CH]2)C2C=CC=CC=2)=CC=1.C1C=CC(P([C]2[CH][CH][CH][CH]2)C2C=CC=CC=2)=CC=1.Cl[Pd]Cl.[Fe]. The product is [C:26]([O:25][C:23]([NH:22][C@H:17]1[C@H:18]([F:21])[CH2:19][CH2:20][N:14]([C:13]2[N:12]([CH3:30])[N:11]=[CH:10][C:9]=2[NH:8][C:7]([C:5]2[N:6]=[C:2]([C:42]3[CH:43]=[N:44][CH:45]=[CH:46][C:41]=3[CH3:40])[S:3][C:4]=2[NH:32][C:33](=[O:39])[O:34][C:35]([CH3:38])([CH3:37])[CH3:36])=[O:31])[CH2:15][CH2:16]1)=[O:24])([CH3:29])([CH3:28])[CH3:27]. The yield is 0.580. (6) The reactants are S(Cl)(Cl)=O.[CH3:5][C:6]([C:11]1[CH:16]=[CH:15][C:14]([N+:17]([O-:19])=[O:18])=[CH:13][CH:12]=1)([CH3:10])[C:7]([OH:9])=[O:8].[Br:20][CH2:21][CH2:22]O. The catalyst is C(#N)C. The product is [CH3:10][C:6]([C:11]1[CH:16]=[CH:15][C:14]([N+:17]([O-:19])=[O:18])=[CH:13][CH:12]=1)([CH3:5])[C:7]([O:9][CH2:22][CH2:21][Br:20])=[O:8]. The yield is 0.655.